From a dataset of Reaction yield outcomes from USPTO patents with 853,638 reactions. Predict the reaction yield, written as a fraction of the theoretical maximum amount of product (1.0 means a 100% yield; for example, 0.34 means a 34% yield). (1) The reactants are [CH3:1][O:2][C:3](=[O:22])[CH2:4][CH2:5][CH2:6][CH2:7][CH2:8][CH2:9][C:10](=[O:21])[NH:11][CH2:12][C:13](=O)[C:14]1[CH:19]=[CH:18][CH:17]=[CH:16][CH:15]=1.C(Br)(Br)(Br)Br.C1(P(C2C=CC=CC=2)C2C=CC=CC=2)C=CC=CC=1. The catalyst is C(Cl)Cl.CN(C1C=CN=CC=1)C. The product is [CH3:1][O:2][C:3](=[O:22])[CH2:4][CH2:5][CH2:6][CH2:7][CH2:8][CH2:9][C:10]1[O:21][C:13]([C:14]2[CH:19]=[CH:18][CH:17]=[CH:16][CH:15]=2)=[CH:12][N:11]=1. The yield is 0.410. (2) The reactants are [F:1][C:2]([F:12])([F:11])[O:3][C:4]1[CH:5]=[C:6]([CH:8]=[CH:9][CH:10]=1)[NH2:7].[F:13][C:14]([F:19])([F:18])[CH:15]1[O:17][CH2:16]1. No catalyst specified. The product is [F:1][C:2]([F:11])([F:12])[O:3][C:4]1[CH:5]=[C:6]([NH:7][CH2:16][CH:15]([OH:17])[C:14]([F:19])([F:18])[F:13])[CH:8]=[CH:9][CH:10]=1. The yield is 0.880. (3) The reactants are [Cl:1][C:2]1[C:7](OS(C(F)(F)F)(=O)=O)=[N:6][C:5]2[N:16]([CH:19]([CH3:21])[CH3:20])[N:17]=[CH:18][C:4]=2[C:3]=1[C:22]([O:24][CH2:25][CH3:26])=[O:23].[CH3:27][C:28]1([CH3:45])[CH2:33][C:32](B2OC(C)(C)C(C)(C)O2)=[CH:31][C:30]([CH3:44])([CH3:43])[NH:29]1.C([O-])([O-])=O.[Na+].[Na+].CO.C(Cl)Cl. The catalyst is O1CCOCC1.C1C=CC([P]([Pd]([P](C2C=CC=CC=2)(C2C=CC=CC=2)C2C=CC=CC=2)([P](C2C=CC=CC=2)(C2C=CC=CC=2)C2C=CC=CC=2)[P](C2C=CC=CC=2)(C2C=CC=CC=2)C2C=CC=CC=2)(C2C=CC=CC=2)C2C=CC=CC=2)=CC=1. The product is [Cl:1][C:2]1[C:7]([C:32]2[CH2:31][C:30]([CH3:44])([CH3:43])[NH:29][C:28]([CH3:45])([CH3:27])[CH:33]=2)=[N:6][C:5]2[N:16]([CH:19]([CH3:21])[CH3:20])[N:17]=[CH:18][C:4]=2[C:3]=1[C:22]([O:24][CH2:25][CH3:26])=[O:23]. The yield is 0.456. (4) The reactants are [C:1]([O:7][CH2:8][CH2:9][CH2:10][C@H:11]([OH:17])[CH2:12][C:13]#[C:14][CH2:15][OH:16])(=[O:6])[C:2]([CH3:5])([CH3:4])[CH3:3].[OH-].[Na+].[C:20]1([CH3:32])[CH:25]=[C:24]([CH3:26])[CH:23]=[C:22]([CH3:27])[C:21]=1[S:28](Cl)(=[O:30])=[O:29]. The yield is 0.210. The product is [C:1]([O:7][CH2:8][CH2:9][CH2:10][C@H:11]([OH:17])[CH2:12][C:13]#[C:14][CH2:15][O:16][S:28]([C:21]1[C:22]([CH3:27])=[CH:23][C:24]([CH3:26])=[CH:25][C:20]=1[CH3:32])(=[O:30])=[O:29])(=[O:6])[C:2]([CH3:5])([CH3:4])[CH3:3]. The catalyst is [Cl-].C([N+](CC)(CC)CC)C1C=CC=CC=1.C1(C)C=CC=CC=1. (5) The reactants are [CH2:1]([O:3][C:4](=[O:28])[CH:5]=[CH:6][C:7]1[S:11][C:10]([NH:12][C:13]([N:15]([CH:22]2[CH2:27][CH2:26][CH2:25][CH2:24][CH2:23]2)[CH:16]2[CH2:21][CH2:20][CH2:19][CH2:18][CH2:17]2)=[O:14])=[N:9][CH:8]=1)[CH3:2]. The catalyst is CO.[Pd]. The product is [CH2:1]([O:3][C:4](=[O:28])[CH2:5][CH2:6][C:7]1[S:11][C:10]([NH:12][C:13]([N:15]([CH:16]2[CH2:17][CH2:18][CH2:19][CH2:20][CH2:21]2)[CH:22]2[CH2:27][CH2:26][CH2:25][CH2:24][CH2:23]2)=[O:14])=[N:9][CH:8]=1)[CH3:2]. The yield is 0.470.